From a dataset of Reaction yield outcomes from USPTO patents with 853,638 reactions. Predict the reaction yield, written as a fraction of the theoretical maximum amount of product (1.0 means a 100% yield; for example, 0.34 means a 34% yield). (1) The reactants are [NH:1]1[C:10]2[C:5](=[CH:6][CH:7]=[CH:8][CH:9]=2)[C:4](=[O:11])[CH:3]=[CH:2]1.[H-].[Na+].FC1C=C2C(C=CC(=O)N2CCN2CCC(NCC3C=CC4OCC(=O)NC=4N=3)CC2)=CC=1.FC1C=C2C(N=CC(=O)N2[CH2:58][CH2:59][N:60]2[CH2:65][CH2:64][CH:63]([NH:66][C:67](=[O:73])[O:68][C:69]([CH3:72])([CH3:71])[CH3:70])[CH2:62][CH2:61]2)=CC=1. No catalyst specified. The product is [O:11]=[C:4]1[C:5]2[C:10](=[CH:9][CH:8]=[CH:7][CH:6]=2)[N:1]([CH2:58][CH2:59][N:60]2[CH2:65][CH2:64][CH:63]([NH:66][C:67](=[O:73])[O:68][C:69]([CH3:72])([CH3:71])[CH3:70])[CH2:62][CH2:61]2)[CH:2]=[CH:3]1. The yield is 0.760. (2) The product is [Cl:1][C:2]1[CH:3]=[CH:4][C:5]([O:32][C:33]2[C:34]([F:60])=[CH:35][C:36]([S:40]([NH:41][C:42]3[S:46][N:45]=[CH:44][N:43]=3)(=[O:59])=[O:58])=[C:37]([F:39])[CH:38]=2)=[C:6]([C:8]2[CH:9]=[CH:10][C:11]3[O:15][N:14]=[C:13]([NH:16][CH3:17])[C:12]=3[CH:31]=2)[CH:7]=1. No catalyst specified. The reactants are [Cl:1][C:2]1[CH:3]=[CH:4][C:5]([O:32][C:33]2[CH:38]=[C:37]([F:39])[C:36]([S:40](=[O:59])(=[O:58])[N:41](CC3C=CC(OC)=CC=3OC)[C:42]3[S:46][N:45]=[CH:44][N:43]=3)=[CH:35][C:34]=2[F:60])=[C:6]([C:8]2[CH:9]=[CH:10][C:11]3[O:15][N:14]=[C:13]([N:16](C(OC(C)(C)C)=O)[C:17](OC(C)(C)C)=O)[C:12]=3[CH:31]=2)[CH:7]=1.ClC1C=CC(OC2C=C(F)C(S(=O)(=O)N(CC3C=CC(OC)=CC=3OC)C3SN=CN=3)=CC=2F)=C(C2C=CC3ON=C(N(C)C(=O)OC(C)(C)C)C=3C=2)C=1. The yield is 0.750.